This data is from Forward reaction prediction with 1.9M reactions from USPTO patents (1976-2016). The task is: Predict the product of the given reaction. (1) Given the reactants [F:1][C:2]1[CH:14]=[CH:13][C:5]([O:6][CH2:7][C:8]2[NH:9][CH:10]=[CH:11][N:12]=2)=[CH:4][CH:3]=1.C([O-])([O-])=O.[K+].[K+].Br[CH2:22][C:23]1[CH:28]=[C:27]([I:29])[CH:26]=[C:25]([Cl:30])[CH:24]=1, predict the reaction product. The product is: [Cl:30][C:25]1[CH:24]=[C:23]([CH:28]=[C:27]([I:29])[CH:26]=1)[CH2:22][N:12]1[CH:11]=[CH:10][N:9]=[C:8]1[CH2:7][O:6][C:5]1[CH:13]=[CH:14][C:2]([F:1])=[CH:3][CH:4]=1. (2) Given the reactants C(OC(=O)[NH:7][C:8]1[N:9]([CH3:26])[C:10](=[O:25])[C:11]([CH3:24])([CH3:23])[C@:12]([C:15]2[CH:20]=[C:19](Br)[CH:18]=[CH:17][C:16]=2[F:22])([CH3:14])[N:13]=1)(C)(C)C.[CH3:28][N:29]1[C:33]([NH2:34])=[CH:32][CH:31]=[N:30]1, predict the reaction product. The product is: [NH2:7][C:8]1[N:9]([CH3:26])[C:10](=[O:25])[C:11]([CH3:24])([CH3:23])[C@:12]([C:15]2[CH:20]=[C:19]([NH:34][C:33]3[N:29]([CH3:28])[N:30]=[CH:31][CH:32]=3)[CH:18]=[CH:17][C:16]=2[F:22])([CH3:14])[N:13]=1.